From a dataset of Reaction yield outcomes from USPTO patents with 853,638 reactions. Predict the reaction yield, written as a fraction of the theoretical maximum amount of product (1.0 means a 100% yield; for example, 0.34 means a 34% yield). (1) The reactants are [F:1][C:2]([F:7])([F:6])[C:3]([OH:5])=[O:4].C(OC([N:15]1[CH2:20][CH2:19][C:18]2([C:28]3[C:23](=[CH:24][CH:25]=[CH:26][CH:27]=3)[N:22]([C:29]([C:31]3[CH:36]=[CH:35][N:34]=[C:33]([Cl:37])[CH:32]=3)=[O:30])[CH2:21]2)[CH2:17][CH2:16]1)=O)(C)(C)C. The catalyst is ClCCl. The product is [F:1][C:2]([F:7])([F:6])[C:3]([OH:5])=[O:4].[Cl:37][C:33]1[CH:32]=[C:31]([C:29]([N:22]2[C:23]3[C:28](=[CH:27][CH:26]=[CH:25][CH:24]=3)[C:18]3([CH2:17][CH2:16][NH:15][CH2:20][CH2:19]3)[CH2:21]2)=[O:30])[CH:36]=[CH:35][N:34]=1. The yield is 0.960. (2) The reactants are [C:1]([O:5][C:6]([N:8]1[CH2:13][CH2:12][N:11]([C:14]2C(=O)N(CC(C)C)N=C(C3C=CC(C)=C(F)C=3)C=2C)[CH2:10][CH2:9]1)=[O:7])([CH3:4])([CH3:3])[CH3:2].[F:34][C:35]1[CH:36]=[C:37]([C:43]2[C:44](C)=[C:45](OS(C)(=O)=O)[C:46](=[O:53])[N:47]([CH2:49][CH:50]([CH3:52])[CH3:51])[N:48]=2)[CH:38]=[CH:39][C:40]=1[O:41][CH3:42].N1(C(OC(C)(C)C)=O)CCNCC1. The yield is 0.943. The product is [C:1]([O:5][C:6]([N:8]1[CH2:13][CH2:12][N:11]([CH2:14][C:45]2[C:46](=[O:53])[N:47]([CH2:49][CH:50]([CH3:51])[CH3:52])[N:48]=[C:43]([C:37]3[CH:38]=[CH:39][C:40]([O:41][CH3:42])=[C:35]([F:34])[CH:36]=3)[CH:44]=2)[CH2:10][CH2:9]1)=[O:7])([CH3:4])([CH3:3])[CH3:2]. No catalyst specified. (3) The reactants are Cl.[O:2]1[CH2:6][CH2:5][C:4]2[CH:7]=[C:8]([NH:11][CH3:12])[CH:9]=[CH:10][C:3]1=2.[OH-].[Na+].[Na+].[Cl-]. The catalyst is C(Cl)Cl. The product is [O:2]1[CH2:6][CH2:5][C:4]2[CH:7]=[C:8]([NH:11][CH3:12])[CH:9]=[CH:10][C:3]1=2. The yield is 0.810. (4) The reactants are Br[CH2:2][CH2:3][OH:4].[N+:5]([C:8]1[CH:13]=[CH:12][C:11]([N:14]2[CH2:19][CH2:18][NH:17][CH2:16][CH2:15]2)=[CH:10][CH:9]=1)([O-:7])=[O:6].C([O-])([O-])=O.[K+].[K+].CCN(CC)CC. The catalyst is C(Cl)Cl.O. The product is [N+:5]([C:8]1[CH:9]=[CH:10][C:11]([N:14]2[CH2:19][CH2:18][N:17]([CH2:2][CH2:3][OH:4])[CH2:16][CH2:15]2)=[CH:12][CH:13]=1)([O-:7])=[O:6]. The yield is 0.890. (5) The reactants are ClC1C=CC([C:8]2[CH:13]=C[C:11]([C:14]([OH:16])=O)=[C:10]([O:17]C)[CH:9]=2)=CC=1.OC1[C:21]([C:26]([OH:28])=[O:27])=[N:22][CH:23]=CC=1.[CH:29](N(C(C)C)CC)(C)[CH3:30].C[N:39](C)CCCN=C=NCC.ON1C2C=CC=CC=2N=N1. The catalyst is CN(C=O)C. The product is [CH2:29]([O:28][C:26](=[O:27])[CH2:21][N:22]([C:14]([C:11]1[C:10]([OH:17])=[CH:9][CH:8]=[CH:13][N:39]=1)=[O:16])[CH3:23])[CH3:30]. The yield is 0.150. (6) The reactants are C([O:3][C:4](=O)[C:5]([CH3:27])=[CH:6][CH:7]=[CH:8][C:9]([CH3:26])=[CH:10][CH:11]=[CH:12][CH:13]=[C:14]([CH3:25])[CH:15]=[CH:16][CH:17]=[C:18]([CH3:24])[C:19](OCC)=[O:20])C.[H-].C([Al+]CC(C)C)C(C)C.C1(C)C=CC=CC=1.[OH-].[Na+]. The catalyst is C(Cl)Cl.O. The product is [CH3:24][C:18](=[CH:17][CH:16]=[CH:15][C:14]([CH3:25])=[CH:13][CH:12]=[CH:11][CH:10]=[C:9]([CH3:26])[CH:8]=[CH:7][CH:6]=[C:5]([CH3:27])[CH2:4][OH:3])[CH2:19][OH:20]. The yield is 0.850. (7) The reactants are [Si:1]([O:8][CH:9]([C:33]([CH3:36])([CH3:35])[CH3:34])[CH2:10][O:11][C:12]1[CH:17]=[CH:16][C:15]([C:18]([C:23]2[CH:30]=[CH:29][C:26]([CH:27]=O)=[C:25]([CH3:31])[CH:24]=2)([CH2:21][CH3:22])[CH2:19][CH3:20])=[CH:14][C:13]=1[CH3:32])([C:4]([CH3:7])([CH3:6])[CH3:5])([CH3:3])[CH3:2].CCN(CC)CC.Cl.[NH2:45][CH2:46][CH2:47][S:48]([CH3:51])(=[O:50])=[O:49]. The catalyst is CO.CC(O[Ti](OC(C)C)(OC(C)C)OC(C)C)C. The product is [Si:1]([O:8][CH:9]([C:33]([CH3:34])([CH3:35])[CH3:36])[CH2:10][O:11][C:12]1[CH:17]=[CH:16][C:15]([C:18]([C:23]2[CH:30]=[CH:29][C:26]([CH2:27][NH:45][CH2:46][CH2:47][S:48]([CH3:51])(=[O:50])=[O:49])=[C:25]([CH3:31])[CH:24]=2)([CH2:21][CH3:22])[CH2:19][CH3:20])=[CH:14][C:13]=1[CH3:32])([C:4]([CH3:5])([CH3:6])[CH3:7])([CH3:2])[CH3:3]. The yield is 0.510. (8) The product is [CH:13]([N:4]1[CH:5]2[N:6]=[CH:7][N:8]=[C:9]([NH:11][CH3:12])[CH:10]2[C:2]([C:25]2[CH:26]=[CH:27][CH:28]=[CH:29][CH:30]=2)=[CH:3]1)([CH3:15])[CH3:14]. No catalyst specified. The yield is 0.707. The reactants are I[C:2]1[CH:10]2[CH:5]([N:6]=[CH:7][N:8]=[C:9]2[NH:11][CH3:12])[N:4]([CH:13]([CH3:15])[CH3:14])[CH:3]=1.COC(O)C(O)OC.O[C:25]1[CH:26]=[C:27](B(O)O)[CH:28]=[CH:29][CH:30]=1.C(=O)([O-])[O-].[Na+].[Na+]. (9) The reactants are C([SiH](CC)CC)C.C([O:11][C:12]1[CH:17]=[CH:16][C:15]([CH:18](O)[C:19]2([C:24]([O:26][CH3:27])=[O:25])[CH2:23][CH2:22][CH2:21][CH2:20]2)=[CH:14][CH:13]=1)C=C.N1CCOCC1. The catalyst is ClCCl.FC(F)(F)C(O)=O.C1C=CC([P]([Pd]([P](C2C=CC=CC=2)(C2C=CC=CC=2)C2C=CC=CC=2)([P](C2C=CC=CC=2)(C2C=CC=CC=2)C2C=CC=CC=2)[P](C2C=CC=CC=2)(C2C=CC=CC=2)C2C=CC=CC=2)(C2C=CC=CC=2)C2C=CC=CC=2)=CC=1. The product is [OH:11][C:12]1[CH:13]=[CH:14][C:15]([CH2:18][C:19]2([C:24]([O:26][CH3:27])=[O:25])[CH2:20][CH2:21][CH2:22][CH2:23]2)=[CH:16][CH:17]=1. The yield is 0.590. (10) The reactants are [NH2:1][C:2]([CH3:8])([CH3:7])[CH2:3][C:4]([OH:6])=[O:5].[CH2:9]([N:16]=[C:17]=[O:18])[C:10]1[CH:15]=[CH:14][CH:13]=[CH:12][CH:11]=1. The catalyst is C1COCC1.C(OCC)(=O)C. The product is [CH2:9]([NH:16][C:17](=[O:18])[NH:1][C:2]([CH3:8])([CH3:7])[CH2:3][C:4]([OH:6])=[O:5])[C:10]1[CH:15]=[CH:14][CH:13]=[CH:12][CH:11]=1. The yield is 0.670.